From a dataset of Catalyst prediction with 721,799 reactions and 888 catalyst types from USPTO. Predict which catalyst facilitates the given reaction. (1) Reactant: [OH-].[Na+].C[O:4][C:5](=[O:45])[CH2:6][C:7]1[CH:12]=[CH:11][C:10]([C:13]2[CH:18]=[CH:17][C:16]([C:19]([CH2:41][CH3:42])([C:22]3[CH:27]=[CH:26][C:25](/[CH:28]=[CH:29]/[C:30]([OH:39])([C:35]([F:38])([F:37])[F:36])[C:31]([F:34])([F:33])[F:32])=[C:24]([CH3:40])[CH:23]=3)[CH2:20][CH3:21])=[CH:15][C:14]=2[CH3:43])=[CH:9][C:8]=1[F:44]. Product: [CH2:20]([C:19]([C:16]1[CH:17]=[CH:18][C:13]([C:10]2[CH:11]=[CH:12][C:7]([CH2:6][C:5]([OH:45])=[O:4])=[C:8]([F:44])[CH:9]=2)=[C:14]([CH3:43])[CH:15]=1)([C:22]1[CH:27]=[CH:26][C:25](/[CH:28]=[CH:29]/[C:30]([OH:39])([C:35]([F:36])([F:37])[F:38])[C:31]([F:33])([F:34])[F:32])=[C:24]([CH3:40])[CH:23]=1)[CH2:41][CH3:42])[CH3:21]. The catalyst class is: 111. (2) Reactant: CCN(C(C)C)C(C)C.OC(C(F)(F)F)=O.[NH2:17][CH2:18][C:19]([N:21]1[CH2:26][CH2:25][N:24]([C:27](=[O:38])[C:28]2[CH:33]=[CH:32][CH:31]=[CH:30][C:29]=2[C:34]([F:37])([F:36])[F:35])[CH2:23][CH2:22]1)=[O:20].C1C=CC2N(O)N=NC=2C=1.CCN=C=NCCCN(C)C.Cl.[OH:61][C:62]1[CH:67]=[CH:66][C:65]([C:68]2[O:72][N:71]=[C:70]([C:73](O)=[O:74])[CH:69]=2)=[CH:64][CH:63]=1. Product: [O:20]=[C:19]([N:21]1[CH2:22][CH2:23][N:24]([C:27](=[O:38])[C:28]2[CH:33]=[CH:32][CH:31]=[CH:30][C:29]=2[C:34]([F:37])([F:35])[F:36])[CH2:25][CH2:26]1)[CH2:18][NH:17][C:73]([C:70]1[CH:69]=[C:68]([C:65]2[CH:66]=[CH:67][C:62]([OH:61])=[CH:63][CH:64]=2)[O:72][N:71]=1)=[O:74]. The catalyst class is: 18. (3) Reactant: C(O[C:9]1[CH:14]=[CH:13][C:12]([CH:15]2[CH2:20][CH2:19][CH:18]([CH:21]=O)[CH2:17][CH2:16]2)=[CH:11][CH:10]=1)C1C=CC=CC=1.[CH:23]([C:25]([CH3:27])=[O:26])=[CH2:24].[OH-:28].[K+].Cl. Product: [CH2:15]([O:28][C:9]1[CH:10]=[CH:11][C:12]([CH:15]2[CH2:16][CH2:17][C:18]3([CH:21]=[CH:27][C:25](=[O:26])[CH2:23][CH2:24]3)[CH2:19][CH2:20]2)=[CH:13][CH:14]=1)[C:12]1[CH:13]=[CH:14][CH:9]=[CH:10][CH:11]=1. The catalyst class is: 219. (4) The catalyst class is: 16. Product: [C:16]([NH:20][C:2]1[C:3]([CH3:15])=[N:4][C:5]2[C:10]([N:11]=1)=[C:9]([C:12](=[O:14])[CH3:13])[CH:8]=[CH:7][CH:6]=2)([CH3:19])([CH3:18])[CH3:17]. Reactant: F[C:2]1[C:3]([CH3:15])=[N:4][C:5]2[C:10]([N:11]=1)=[C:9]([C:12](=[O:14])[CH3:13])[CH:8]=[CH:7][CH:6]=2.[C:16]([NH2:20])([CH3:19])([CH3:18])[CH3:17].